Dataset: NCI-60 drug combinations with 297,098 pairs across 59 cell lines. Task: Regression. Given two drug SMILES strings and cell line genomic features, predict the synergy score measuring deviation from expected non-interaction effect. (1) Drug 1: CC12CCC(CC1=CCC3C2CCC4(C3CC=C4C5=CN=CC=C5)C)O. Drug 2: C1CCN(CC1)CCOC2=CC=C(C=C2)C(=O)C3=C(SC4=C3C=CC(=C4)O)C5=CC=C(C=C5)O. Cell line: NCIH23. Synergy scores: CSS=8.73, Synergy_ZIP=1.58, Synergy_Bliss=5.13, Synergy_Loewe=1.54, Synergy_HSA=1.76. (2) Drug 2: C1=CC(=CC=C1CCC2=CNC3=C2C(=O)NC(=N3)N)C(=O)NC(CCC(=O)O)C(=O)O. Cell line: MCF7. Synergy scores: CSS=38.8, Synergy_ZIP=-6.30, Synergy_Bliss=-7.78, Synergy_Loewe=-3.85, Synergy_HSA=-2.23. Drug 1: CC12CCC3C(C1CCC2=O)CC(=C)C4=CC(=O)C=CC34C. (3) Drug 1: C1CCN(CC1)CCOC2=CC=C(C=C2)C(=O)C3=C(SC4=C3C=CC(=C4)O)C5=CC=C(C=C5)O. Drug 2: CS(=O)(=O)C1=CC(=C(C=C1)C(=O)NC2=CC(=C(C=C2)Cl)C3=CC=CC=N3)Cl. Cell line: MALME-3M. Synergy scores: CSS=3.40, Synergy_ZIP=-0.665, Synergy_Bliss=1.31, Synergy_Loewe=-1.38, Synergy_HSA=-0.912. (4) Drug 1: C#CCC(CC1=CN=C2C(=N1)C(=NC(=N2)N)N)C3=CC=C(C=C3)C(=O)NC(CCC(=O)O)C(=O)O. Drug 2: COC1=C2C(=CC3=C1OC=C3)C=CC(=O)O2. Cell line: TK-10. Synergy scores: CSS=0.723, Synergy_ZIP=0.922, Synergy_Bliss=1.88, Synergy_Loewe=-1.24, Synergy_HSA=-1.38. (5) Drug 1: CC(C)(C#N)C1=CC(=CC(=C1)CN2C=NC=N2)C(C)(C)C#N. Drug 2: CC1CCC2CC(C(=CC=CC=CC(CC(C(=O)C(C(C(=CC(C(=O)CC(OC(=O)C3CCCCN3C(=O)C(=O)C1(O2)O)C(C)CC4CCC(C(C4)OC)O)C)C)O)OC)C)C)C)OC. Cell line: PC-3. Synergy scores: CSS=-6.37, Synergy_ZIP=1.51, Synergy_Bliss=0.292, Synergy_Loewe=-4.50, Synergy_HSA=-3.75.